From a dataset of Reaction yield outcomes from USPTO patents with 853,638 reactions. Predict the reaction yield, written as a fraction of the theoretical maximum amount of product (1.0 means a 100% yield; for example, 0.34 means a 34% yield). The reactants are [NH:1]1[C:9]2[C:4](=[CH:5][CH:6]=[CH:7][CH:8]=2)[CH2:3][C:2]1=[O:10].[CH2:11]([N:13]([CH2:28][CH3:29])[CH2:14][CH2:15][O:16][C:17]1[CH:18]=[C:19]2[C:23](=[CH:24][CH:25]=1)[NH:22][C:21]([CH:26]=O)=[CH:20]2)[CH3:12].N1CCCCC1. The catalyst is C(O)C. The product is [CH2:28]([N:13]([CH2:11][CH3:12])[CH2:14][CH2:15][O:16][C:17]1[CH:18]=[C:19]2[C:23](=[CH:24][CH:25]=1)[NH:22][C:21]([CH:26]=[C:3]1[C:4]3[C:9](=[CH:8][CH:7]=[CH:6][CH:5]=3)[NH:1][C:2]1=[O:10])=[CH:20]2)[CH3:29]. The yield is 0.670.